The task is: Regression. Given two drug SMILES strings and cell line genomic features, predict the synergy score measuring deviation from expected non-interaction effect.. This data is from NCI-60 drug combinations with 297,098 pairs across 59 cell lines. (1) Drug 1: CC1CCC2CC(C(=CC=CC=CC(CC(C(=O)C(C(C(=CC(C(=O)CC(OC(=O)C3CCCCN3C(=O)C(=O)C1(O2)O)C(C)CC4CCC(C(C4)OC)OCCO)C)C)O)OC)C)C)C)OC. Drug 2: C1CN(P(=O)(OC1)NCCCl)CCCl. Cell line: OVCAR-4. Synergy scores: CSS=2.98, Synergy_ZIP=-3.55, Synergy_Bliss=-1.56, Synergy_Loewe=-20.0, Synergy_HSA=-4.64. (2) Drug 1: CS(=O)(=O)OCCCCOS(=O)(=O)C. Drug 2: C1C(C(OC1N2C=NC(=NC2=O)N)CO)O. Cell line: UO-31. Synergy scores: CSS=2.61, Synergy_ZIP=-3.65, Synergy_Bliss=-3.09, Synergy_Loewe=-5.01, Synergy_HSA=-2.70.